Dataset: Experimentally validated miRNA-target interactions with 360,000+ pairs, plus equal number of negative samples. Task: Binary Classification. Given a miRNA mature sequence and a target amino acid sequence, predict their likelihood of interaction. (1) The miRNA is hsa-miR-6808-3p with sequence GUGUGACCACCGUUCCUGCAG. The protein sequence of the target gene is MQPPRERLVVTGRAGWMGMGRGAGRSALGLWPTLAFLLCSFPAAISPCKILKCNSEFWSATSSGSHAPASDDVPEFCAALRTYALCTRRTARTCRGDLAYHSAVHGIEDLMSQHNCSKDGPTSQPRVRTLPPAGDSQERSDSPEICHYEKSFHKHSAAPNYTHCGLFGDPHLRTFTDHFQTCKVQGAWPLIDNNYLNVQVTNTPVLPGSAATATSKLTIIFKNFQECVDQKVYQAEMDELPSAFADGSKNGGDKHGANSLKITEKVSGQHVEIQAKYIGTTIVVRQVGRYLTFAVRMPEE.... Result: 0 (no interaction). (2) The miRNA is hsa-miR-296-5p with sequence AGGGCCCCCCCUCAAUCCUGU. The protein sequence of the target gene is MAEVHRRQHAPVKGEAPAKSSTHRDEEELGMAPAETLTVFLKLLAAGFYGVSSFLIVVVNKSVLTNYRFPSSLCVGLGQMVATVAVLWVGKTLRVVKFPDFDRNVPRKTFPLPLLYFGNQITGLFSTKKLNLPMFTVLRRFSILFTMFAEGALLKKTFSWGIKMTVFAMIIGAFVAASSDLAFDLEGYVFILINDVLTAANGAYVKQKLDSKELGKYGLLYYNALFMILPTLAIAYFTGDAQKAMEFEGWADTLFLLQFTLSCVMGFILMYATVLCTQYNSALTTTIVGCIKNILITYIG.... Result: 0 (no interaction). (3) The miRNA is hsa-miR-4798-3p with sequence AACUCACGAAGUAUACCGAAGU. The protein sequence of the target gene is MSQRVRRNGSPTPAGALAGGAVGPPGGPGSRLQPMRATVPFQLKQQQQHGSPTRGGGGGGNNGGNGGASGPSGGGGSGGPRTASRSTSPTRGGGGSAAARTSPTVATQTGASVTSTRGTSPTRGTAPGARSSPPRPQPPPPLLGTVSSPSSSPTHLWPSEVIAAPPSARVRHRRRSPEQGRPSAEKRSPSAPVCKAGDKTHPPSSSSSSIIRRTSSLDTLAAPYLAGHWPRDIRGQAAPCMRDKATQTESAWAEEYEKKKGSHKRSSSWGSTEQLKEIAKLRQQLQRSKHSSRHHRDKER.... Result: 0 (no interaction). (4) The miRNA is hsa-miR-8063 with sequence UCAAAAUCAGGAGUCGGGGCUU. The protein sequence of the target gene is MDKYDDLGLEASKFIEDLNMYEASKDGLFRVDKGAGNNPEFEETRRVFATKMAKIHLQQQQQQLLQEETLPRGSRGPVNGGGRLGPQARWEVVGSKLTVDGAAKPPLAASTGAPGAVTTLAAGQPPYPPQEQRSRPYLHGTRHGSQDCGSRESLATSEMSAFHQPGPCEDPSCLTHGDYYDNLSLASPKWGDKPGVSPSIGLSVGSGWPSSPGSDPPLPKPCGDHPLNHRQLSLSSSRSSEGSLGGQNSGIGGRSSEKPTGLWSTASSQRVSPGLPSPNLENGAPAVGPVQPRTPSVSAP.... Result: 1 (interaction). (5) The miRNA is hsa-miR-339-5p with sequence UCCCUGUCCUCCAGGAGCUCACG. The protein sequence of the target gene is MRRFLLLYATQRGQAKAIAEEISEQAVSHGFSADLHCISESEKYDLKTETGPLVMVVSTTGTGDPPDTARKFVKEIHNKTLPTDYFAHLRYGLLGLGDSEYTYFCNGGKVIDKRLQELGAQRFYDTGHADDCVGLELVVEPWIDGLWAALTKHFKSLGGQENMSDTLSRASDAPLSTAMKPELLHIQSQVELLRLEDVGERDSELREQNETNRGQQGRIEDFDSSLVHSVPPLSQSSLSIPAVPPEYLEVHLQESLGQEENQASVPSGDPSFQVPISKAIRLTTNDAVKSTLLLELDISK.... Result: 0 (no interaction). (6) The miRNA is hsa-miR-383-3p with sequence ACAGCACUGCCUGGUCAGA. The protein sequence of the target gene is MAASKPVEAAVVAAAVPSSGSGVGGGGTAGPGTGGLPRWQLALAVGAPLLLGAGAIYLWSRQQRRREARGRGDASGLKRNSERKTPEGRASPAPGSGHPEGPGAHLDMNSLDRAQAAKNKGNKYFKAGKYEQAIQCYTEAISLCPTEKNVDLSTFYQNRAAAFEQLQKWKEVAQDCTKAVELNPKYVKALFRRAKAHEKLDNKKECLEDVTAVCILEGFQNQQSMLLADKVLKLLGKEKAKEKYKNREPLMPSPQFIKSYFSSFTDDIISQPMLKGEKSDEDKDKEGEALEVKENSGYLK.... Result: 0 (no interaction). (7) The miRNA is hsa-miR-30b-5p with sequence UGUAAACAUCCUACACUCAGCU. The protein sequence of the target gene is MDTSTNLDIGAQLIVEECPSTYSLTGMPDIKIEHPLDPNSEEGSAQGVAMGMKFILPNRFDMNVCSRFVKSLNEEDSKNIQDQVNSDLEVASVLFKAECNIHTSPSPGIQVRHVYTPSTTKHFSPIKQSTTLTNKHRGNEVSTTPLLANSLSVHQLAAQGEMLYLATRIEQENVINHTDEEGFTPLMWAAAHGQIAVVEFLLQNGADPQLLGKGRESALSLACSKGYTDIVKMLLDCGVDVNEYDWNGGTPLLYAVHGNHVKCVKMLLESGADPTIETDSGYNSMDLAVALGYRSVQQVI.... Result: 1 (interaction).